From a dataset of Peptide-MHC class I binding affinity with 185,985 pairs from IEDB/IMGT. Regression. Given a peptide amino acid sequence and an MHC pseudo amino acid sequence, predict their binding affinity value. This is MHC class I binding data. The peptide sequence is LTFGRETVLEY. The MHC is HLA-A30:02 with pseudo-sequence HLA-A30:02. The binding affinity (normalized) is 0.439.